This data is from Full USPTO retrosynthesis dataset with 1.9M reactions from patents (1976-2016). The task is: Predict the reactants needed to synthesize the given product. (1) Given the product [NH2:16][CH2:15][CH2:14][C@H:13]([C:11]1[CH:10]=[CH:9][CH:8]=[C:7]([O:6][CH2:5][CH:4]([CH2:18][CH3:19])[CH2:2][CH3:3])[N:12]=1)[OH:17], predict the reactants needed to synthesize it. The reactants are: B.[CH2:2]([CH:4]([CH2:18][CH3:19])[CH2:5][O:6][C:7]1[N:12]=[C:11]([C:13](=[O:17])[CH2:14][C:15]#[N:16])[CH:10]=[CH:9][CH:8]=1)[CH3:3].N.CO.C(Cl)Cl. (2) Given the product [Cl:1][C:2]1[N:7]2[N:8]=[C:9]([C:11]3[CH:20]=[CH:19][C:18]4[CH2:17][CH2:16][CH2:15][CH2:14][C:13]=4[CH:12]=3)[CH:10]=[C:6]2[N:5]=[C:4]([CH3:21])[C:3]=1[C:22](=[O:27])[C:23]([O:25][CH3:26])=[O:24], predict the reactants needed to synthesize it. The reactants are: [Cl:1][C:2]1[N:7]2[N:8]=[C:9]([C:11]3[CH:20]=[CH:19][C:18]4[CH2:17][CH2:16][CH2:15][CH2:14][C:13]=4[CH:12]=3)[CH:10]=[C:6]2[N:5]=[C:4]([CH3:21])[C:3]=1[CH:22]([OH:27])[C:23]([O:25][CH3:26])=[O:24].CC(OI1(OC(C)=O)(OC(C)=O)OC(=O)C2C=CC=CC1=2)=O.